This data is from Catalyst prediction with 721,799 reactions and 888 catalyst types from USPTO. The task is: Predict which catalyst facilitates the given reaction. (1) Reactant: Br[C:2]1[CH:7]=[CH:6][C:5]([C:8]2[C:9]([C:13]3[CH:18]=[CH:17][N:16]=[CH:15][CH:14]=3)=[N:10][NH:11][CH:12]=2)=[CH:4][CH:3]=1.N#N.[C:21]([Si:23]([CH3:26])([CH3:25])[CH3:24])#[CH:22]. Product: [CH3:24][Si:23]([C:21]#[C:22][C:2]1[CH:7]=[CH:6][C:5]([C:8]2[C:9]([C:13]3[CH:18]=[CH:17][N:16]=[CH:15][CH:14]=3)=[N:10][NH:11][CH:12]=2)=[CH:4][CH:3]=1)([CH3:26])[CH3:25]. The catalyst class is: 724. (2) The catalyst class is: 11. Product: [Cl:18][C:19]1[C:14]2[N:13]([CH:17]=[CH:16][CH:15]=2)[C:12]2[CH:11]=[CH:10][CH:9]=[C:3]([C:4]([O:6][CH2:7][CH3:8])=[O:5])[C:2]=2[N:1]=1. Reactant: [NH2:1][C:2]1[C:12]([N:13]2[CH:17]=[CH:16][CH:15]=[CH:14]2)=[CH:11][CH:10]=[CH:9][C:3]=1[C:4]([O:6][CH2:7][CH3:8])=[O:5].[Cl:18][C:19](Cl)(OC(=O)OC(Cl)(Cl)Cl)Cl. (3) The catalyst class is: 3. Reactant: ClCC1SC2C=CC=CC=2N=1.C(N(C(C)C)CC)(C)C.C(OC([N:28]([CH2:58][C:59]1[CH:64]=[CH:63][CH:62]=[CH:61][N:60]=1)[CH2:29][C:30]1[CH:35]=[CH:34][C:33]([CH2:36][N:37]([CH2:48][C:49]2[S:50][C:51]3[CH:57]=[CH:56][CH:55]=[CH:54][C:52]=3[N:53]=2)[CH:38]2[C:47]3[N:46]=[CH:45][CH:44]=[CH:43][C:42]=3[CH2:41][CH2:40][CH2:39]2)=[CH:32][CH:31]=1)=O)(C)(C)C. Product: [N:60]1[CH:61]=[CH:62][CH:63]=[CH:64][C:59]=1[CH2:58][NH:28][CH2:29][C:30]1[CH:35]=[CH:34][C:33]([CH2:36][N:37]([CH2:48][C:49]2[S:50][C:51]3[CH:57]=[CH:56][CH:55]=[CH:54][C:52]=3[N:53]=2)[CH:38]2[C:47]3[N:46]=[CH:45][CH:44]=[CH:43][C:42]=3[CH2:41][CH2:40][CH2:39]2)=[CH:32][CH:31]=1. (4) Reactant: [C:1]1([CH2:7][CH2:8][CH2:9][OH:10])[CH:6]=[CH:5][CH:4]=[CH:3][CH:2]=1.[I:11][C:12]1[CH:13]=[C:14](O)[CH:15]=[CH:16][CH:17]=1.C1(P(C2C=CC=CC=2)C2C=CC=CC=2)C=CC=CC=1.N(C(OCC)=O)=NC(OCC)=O. Product: [I:11][C:12]1[CH:13]=[CH:14][CH:15]=[C:16]([O:10][CH2:9][CH2:8][CH2:7][C:1]2[CH:6]=[CH:5][CH:4]=[CH:3][CH:2]=2)[CH:17]=1. The catalyst class is: 1. (5) Product: [NH2:1][C:2]1[N:7]=[C:6]2[N:8]([CH3:22])[N:9]=[C:10]([C:11]3[CH:12]=[C:13]([CH:17]=[CH:18][C:19]=3[O:20][CH3:21])[C:14]([NH:38][CH:33]([CH3:34])[CH3:32])=[O:16])[C:5]2=[CH:4][N:3]=1. The catalyst class is: 3. Reactant: [NH2:1][C:2]1[N:7]=[C:6]2[N:8]([CH3:22])[N:9]=[C:10]([C:11]3[CH:12]=[C:13]([CH:17]=[CH:18][C:19]=3[O:20][CH3:21])[C:14]([OH:16])=O)[C:5]2=[CH:4][N:3]=1.CN(C(ON1N=[N:38][C:33]2[CH:34]=CC=N[C:32]1=2)=[N+](C)C)C.F[P-](F)(F)(F)(F)F.CN1CCOCC1.C(N)(C)C.